This data is from Forward reaction prediction with 1.9M reactions from USPTO patents (1976-2016). The task is: Predict the product of the given reaction. (1) Given the reactants [F:1][C:2]1[C:3]([O:21][CH3:22])=[C:4]([C@H:9]([CH2:19][CH3:20])[CH2:10][C@:11]([OH:18])([C:14]([F:17])([F:16])[F:15])[CH:12]=O)[CH:5]=[CH:6][C:7]=1[F:8].[NH2:23][C:24]1[CH:33]=[CH:32][CH:31]=[C:30]2[C:25]=1[CH:26]=[N:27][NH:28][C:29]2=[O:34], predict the reaction product. The product is: [F:1][C:2]1[C:3]([O:21][CH3:22])=[C:4]([C@H:9]([CH2:19][CH3:20])[CH2:10][C@:11]([OH:18])([C:14]([F:17])([F:16])[F:15])[CH:12]=[N:23][C:24]2[CH:33]=[CH:32][CH:31]=[C:30]3[C:25]=2[CH:26]=[N:27][NH:28][C:29]3=[O:34])[CH:5]=[CH:6][C:7]=1[F:8]. (2) Given the reactants P([O-])([O-])([O-])=O.[K+].[K+].[K+].Cl[C:10]1[CH:11]=[CH:12][C:13]2[N:19]3[CH2:20][C@H:16]([CH2:17][CH2:18]3)[N:15]([C:21]([NH:23][C:24]3[CH:29]=[N:28][CH:27]=[CH:26][N:25]=3)=[O:22])[C:14]=2[N:30]=1.[CH:31]([C:34]1[CH:39]=[C:38](B(O)O)[CH:37]=[CH:36][N:35]=1)([CH3:33])[CH3:32].CC(C1C=C(C(C)C)C(C2C=CC=CC=2P(C2CCCCC2)C2CCCCC2)=C(C(C)C)C=1)C, predict the reaction product. The product is: [CH:31]([C:34]1[CH:39]=[C:38]([C:10]2[CH:11]=[CH:12][C:13]3[N:19]4[CH2:20][C@H:16]([CH2:17][CH2:18]4)[N:15]([C:21]([NH:23][C:24]4[CH:29]=[N:28][CH:27]=[CH:26][N:25]=4)=[O:22])[C:14]=3[N:30]=2)[CH:37]=[CH:36][N:35]=1)([CH3:33])[CH3:32]. (3) Given the reactants [C:1]([N:4]1[CH2:9][CH2:8][N:7]([C:10]2[CH:17]=[C:16]([Cl:18])[CH:15]=[CH:14][C:11]=2[CH:12]=O)[CH2:6][CH2:5]1)(=[O:3])[CH3:2].[N:19]1([C:25]([O:27][C:28]([CH3:31])([CH3:30])[CH3:29])=[O:26])[CH2:24][CH2:23][NH:22][CH2:21][CH2:20]1.ClCCl.C(O[BH-](OC(=O)C)OC(=O)C)(=O)C.[Na+], predict the reaction product. The product is: [C:1]([N:4]1[CH2:9][CH2:8][N:7]([C:10]2[CH:17]=[C:16]([Cl:18])[CH:15]=[CH:14][C:11]=2[CH2:12][N:22]2[CH2:21][CH2:20][N:19]([C:25]([O:27][C:28]([CH3:31])([CH3:30])[CH3:29])=[O:26])[CH2:24][CH2:23]2)[CH2:6][CH2:5]1)(=[O:3])[CH3:2]. (4) Given the reactants [CH3:1][C:2]1[C:3](=[O:15])[NH:4][CH:5]=[C:6]([CH:8]2[CH2:13][CH2:12][C:11](=[O:14])[CH2:10][CH2:9]2)[CH:7]=1.[CH3:16]I, predict the reaction product. The product is: [CH3:16][N:4]1[CH:5]=[C:6]([CH:8]2[CH2:9][CH2:10][C:11](=[O:14])[CH2:12][CH2:13]2)[CH:7]=[C:2]([CH3:1])[C:3]1=[O:15]. (5) Given the reactants [CH3:1][C:2]1[CH:7]=[CH:6][C:5]([C:8]2[O:12][N:11]=[CH:10][C:9]=2[C:13](Cl)=[O:14])=[CH:4][CH:3]=1.[NH:16]1[CH2:21][CH2:20][CH:19]([C:22]2[C:30]3[C:25](=[CH:26][CH:27]=[CH:28][CH:29]=3)[NH:24][CH:23]=2)[CH2:18][CH2:17]1, predict the reaction product. The product is: [CH3:1][C:2]1[CH:7]=[CH:6][C:5]([C:8]2[O:12][N:11]=[CH:10][C:9]=2[C:13]([N:16]2[CH2:21][CH2:20][CH:19]([C:22]3[C:30]4[C:25](=[CH:26][CH:27]=[CH:28][CH:29]=4)[NH:24][CH:23]=3)[CH2:18][CH2:17]2)=[O:14])=[CH:4][CH:3]=1.